Predict the reactants needed to synthesize the given product. From a dataset of Full USPTO retrosynthesis dataset with 1.9M reactions from patents (1976-2016). (1) Given the product [CH3:1][C:2]1[N:3]=[C:4]([NH:7][C:8]2[N:13]=[CH:12][C:11]([CH2:14][CH2:15][C:16]([O:18][CH3:19])=[O:17])=[CH:10][C:9]=2[O:20][C:21]2[CH:22]=[CH:23][CH:24]=[CH:25][CH:26]=2)[S:5][CH:6]=1, predict the reactants needed to synthesize it. The reactants are: [CH3:1][C:2]1[N:3]=[C:4]([NH:7][C:8]2[N:13]=[CH:12][C:11](/[CH:14]=[CH:15]/[C:16]([O:18][CH3:19])=[O:17])=[CH:10][C:9]=2[O:20][C:21]2[CH:26]=[CH:25][CH:24]=[CH:23][CH:22]=2)[S:5][CH:6]=1.CC1C=CC(S(NN)(=O)=O)=CC=1. (2) Given the product [CH2:1]([O:3][C:4]([C:6]1[CH:11]=[CH:10][N:9]2[N:13]=[C:14]([C:16]3[CH:21]=[CH:20][CH:19]=[CH:18][CH:17]=3)[CH:15]=[C:8]2[N:7]=1)=[O:5])[CH3:2], predict the reactants needed to synthesize it. The reactants are: [CH2:1]([O:3][C:4]([C:6]1[CH:11]=[C:10](Cl)[N:9]2[N:13]=[C:14]([C:16]3[CH:21]=[CH:20][CH:19]=[CH:18][CH:17]=3)[CH:15]=[C:8]2[N:7]=1)=[O:5])[CH3:2].C(OC(C1C=CN2N=CC=C2N=1)=O)C. (3) Given the product [CH3:57][N:56]([CH3:58])[S:53]([C:49]1[CH:50]=[CH:51][CH:52]=[C:47]([CH2:46][N:1]2[C:9]3[C:4](=[CH:5][CH:6]=[CH:7][CH:8]=3)[C:3]3([C:21]4[C:12](=[CH:13][C:14]5[O:19][CH2:18][CH2:17][O:16][C:15]=5[CH:20]=4)[O:11][CH2:10]3)[C:2]2=[O:22])[CH:48]=1)(=[O:54])=[O:55], predict the reactants needed to synthesize it. The reactants are: [NH:1]1[C:9]2[C:4](=[CH:5][CH:6]=[CH:7][CH:8]=2)[C:3]2([C:21]3[C:12](=[CH:13][C:14]4[O:19][CH2:18][CH2:17][O:16][C:15]=4[CH:20]=3)[O:11][CH2:10]2)[C:2]1=[O:22].N1C2C(=CC=CC=2)[C@@]2(C3C(=CC4OCCOC=4C=3)OC2)C1=O.Cl[CH2:46][C:47]1[CH:48]=[C:49]([S:53]([N:56]([CH3:58])[CH3:57])(=[O:55])=[O:54])[CH:50]=[CH:51][CH:52]=1.BrCCCCC. (4) Given the product [Br:19][CH:10]([CH3:11])[C:9]([C:6]1[CH:7]=[CH:8][C:3]([O:2][CH3:1])=[CH:4][CH:5]=1)=[O:12], predict the reactants needed to synthesize it. The reactants are: [CH3:1][O:2][C:3]1[CH:8]=[CH:7][C:6]([C:9](=[O:12])[CH2:10][CH3:11])=[CH:5][CH:4]=1.C1C=C[NH+]=CC=1.[Br:19][Br-]Br. (5) The reactants are: C(OC(=O)[N:7]([CH3:23])[CH2:8][CH2:9][CH2:10][C:11]1([CH3:22])[CH2:20][CH:19]2[CH:14]([CH:15]=[CH:16][CH:17]=[CH:18]2)[NH:13][C:12]1=[O:21])(C)(C)C.CNCCCC1[CH2:39][C:38]2[C:33](=[CH:34][CH:35]=[CH:36][CH:37]=2)N([C:35]2[CH:36]=[CH:37][C:38]([CH3:39])=[CH:33][CH:34]=2)C1=O. Given the product [CH3:22][C:11]1([CH2:10][CH2:9][CH2:8][NH:7][CH3:23])[CH2:20][C:19]2[C:14](=[CH:15][CH:16]=[CH:17][CH:18]=2)[N:13]([C:35]2[CH:34]=[CH:33][C:38]([CH3:39])=[CH:37][CH:36]=2)[C:12]1=[O:21], predict the reactants needed to synthesize it. (6) Given the product [CH3:1][N:2]([CH3:16])[C:3]1[CH:8]=[C:7]([NH2:9])[CH:6]=[CH:5][C:4]=1[N+:13]([O-:15])=[O:14], predict the reactants needed to synthesize it. The reactants are: [CH3:1][N:2]([CH3:16])[C:3]1[CH:8]=[C:7]([NH:9]C(C)=O)[CH:6]=[CH:5][C:4]=1[N+:13]([O-:15])=[O:14].Cl. (7) Given the product [N:17]1[CH:22]=[CH:21][C:20]([C:23](=[O:44])[CH:24]=[CH:13][C:9]2[CH:8]=[CH:7][C:6]3[C:11](=[CH:12][C:3]([C:2]([F:16])([F:15])[F:1])=[CH:4][CH:5]=3)[N:10]=2)=[CH:19][CH:18]=1, predict the reactants needed to synthesize it. The reactants are: [F:1][C:2]([F:16])([F:15])[C:3]1[CH:12]=[C:11]2[C:6]([CH:7]=[CH:8][C:9]([CH:13]=O)=[N:10]2)=[CH:5][CH:4]=1.[N:17]1[CH:22]=[CH:21][C:20]([C:23](=[O:44])[CH:24]=P(C2C=CC=CC=2)(C2C=CC=CC=2)C2C=CC=CC=2)=[CH:19][CH:18]=1. (8) Given the product [NH2:1][C:2]1[N:17]=[CH:16][C:15]([C:27]2[CH:26]=[CH:25][C:24]([N:19]3[CH:23]=[CH:22][CH:21]=[N:20]3)=[CH:29][CH:28]=2)=[CH:14][C:3]=1[C:4]([NH:6][C:7]1[CH:12]=[CH:11][N:10]=[CH:9][C:8]=1[CH3:13])=[O:5], predict the reactants needed to synthesize it. The reactants are: [NH2:1][C:2]1[N:17]=[CH:16][C:15](Br)=[CH:14][C:3]=1[C:4]([NH:6][C:7]1[CH:12]=[CH:11][N:10]=[CH:9][C:8]=1[CH3:13])=[O:5].[N:19]1([C:24]2[CH:29]=[CH:28][C:27](B(O)O)=[CH:26][CH:25]=2)[CH:23]=[CH:22][CH:21]=[N:20]1.